Task: Predict the product of the given reaction.. Dataset: Forward reaction prediction with 1.9M reactions from USPTO patents (1976-2016) (1) Given the reactants Cl[C:2]1[CH:11]=[CH:10][C:9]2[C:4](=[C:5]([NH2:16])[N:6]=[C:7]3[CH:15]=[CH:14][CH:13]=[CH:12][C:8]3=2)[N:3]=1.[F-:17].[K+].C1OCCOCCOCCOCCOCCOC1, predict the reaction product. The product is: [F:17][C:2]1[CH:11]=[CH:10][C:9]2[C:4](=[C:5]([NH2:16])[N:6]=[C:7]3[CH:15]=[CH:14][CH:13]=[CH:12][C:8]3=2)[N:3]=1. (2) Given the reactants [CH3:1][CH:2]([CH3:19])[C:3]([NH:5][C:6]1[CH:11]=[CH:10][C:9]([CH3:12])=[C:8]([CH:13]2[CH2:18][CH2:17][NH:16][CH2:15][CH2:14]2)[CH:7]=1)=[O:4].[F:20][C:21]1[CH:26]=[CH:25][C:24]([S:27][C:28]2[CH:35]=[CH:34][C:31]([CH:32]=O)=[CH:30][CH:29]=2)=[CH:23][CH:22]=1.C(O)(=O)C.[Na].C([O-])(O)=O.[Na+], predict the reaction product. The product is: [F:20][C:21]1[CH:22]=[CH:23][C:24]([S:27][C:28]2[CH:35]=[CH:34][C:31]([CH2:32][N:16]3[CH2:17][CH2:18][CH:13]([C:8]4[CH:7]=[C:6]([NH:5][C:3](=[O:4])[CH:2]([CH3:19])[CH3:1])[CH:11]=[CH:10][C:9]=4[CH3:12])[CH2:14][CH2:15]3)=[CH:30][CH:29]=2)=[CH:25][CH:26]=1.